Dataset: Peptide-MHC class II binding affinity with 134,281 pairs from IEDB. Task: Regression. Given a peptide amino acid sequence and an MHC pseudo amino acid sequence, predict their binding affinity value. This is MHC class II binding data. (1) The peptide sequence is KRVSNVIIHGLHLYG. The MHC is DRB1_0301 with pseudo-sequence DRB1_0301. The binding affinity (normalized) is 0.0745. (2) The peptide sequence is QKWDATATELNNALQ. The MHC is DRB3_0101 with pseudo-sequence DRB3_0101. The binding affinity (normalized) is 0. (3) The peptide sequence is AFISDGDNLFPKV. The MHC is HLA-DQA10501-DQB10201 with pseudo-sequence HLA-DQA10501-DQB10201. The binding affinity (normalized) is 0.756.